The task is: Regression/Classification. Given a drug SMILES string, predict its absorption, distribution, metabolism, or excretion properties. Task type varies by dataset: regression for continuous measurements (e.g., permeability, clearance, half-life) or binary classification for categorical outcomes (e.g., BBB penetration, CYP inhibition). For this dataset (lipophilicity_astrazeneca), we predict Y.. This data is from Experimental lipophilicity measurements (octanol/water distribution) for 4,200 compounds from AstraZeneca. The molecule is CC(=O)[C@H]1CC[C@H]2[C@@H]3C[C@H](C)C4=CC(=O)CC[C@]4(C)[C@H]3[C@@H](O)C[C@]12C. The Y is 3.25 logD.